From a dataset of Full USPTO retrosynthesis dataset with 1.9M reactions from patents (1976-2016). Predict the reactants needed to synthesize the given product. Given the product [N:14]1[CH:15]=[CH:16][CH:17]=[C:12]([NH:11][C:8]2[S:9][CH:10]=[C:6]([C:4]([OH:5])=[O:3])[N:7]=2)[CH:13]=1, predict the reactants needed to synthesize it. The reactants are: C([O:3][C:4]([C:6]1[N:7]=[C:8]([NH:11][C:12]2[CH:13]=[N:14][CH:15]=[CH:16][CH:17]=2)[S:9][CH:10]=1)=[O:5])C.O1CCCC1.[OH-].[Na+].